This data is from Full USPTO retrosynthesis dataset with 1.9M reactions from patents (1976-2016). The task is: Predict the reactants needed to synthesize the given product. (1) Given the product [CH:38]1([C:41]#[C:42][C:33]2[CH:34]=[CH:35][C:30]([C:27]3[CH:26]=[C:25]([CH2:24][N:22]4[CH:23]=[C:18]5[N:17]=[C:16]([C:10]6[CH:11]=[CH:12][CH:13]=[C:14]([F:15])[C:9]=6[F:8])[N:37]=[C:19]5[CH:20]=[N:21]4)[O:29][N:28]=3)=[CH:31][CH:32]=2)[CH2:40][CH2:39]1, predict the reactants needed to synthesize it. The reactants are: C(N(CC)CC)C.[F:8][C:9]1[C:14]([F:15])=[CH:13][CH:12]=[CH:11][C:10]=1[C:16]1[N:37]=[C:19]2[CH:20]=[N:21][N:22]([CH2:24][C:25]3[O:29][N:28]=[C:27]([C:30]4[CH:35]=[CH:34][C:33](I)=[CH:32][CH:31]=4)[CH:26]=3)[CH:23]=[C:18]2[N:17]=1.[CH:38]1([C:41]#[CH:42])[CH2:40][CH2:39]1. (2) Given the product [C:29]([O:28][C:26](=[O:27])[N:16]([CH2:17][CH2:18][C:19]1[CH:24]=[CH:23][CH:22]=[CH:21][C:20]=1[F:25])[CH2:15][C:9]1[CH:8]=[C:7]([CH2:6][CH2:5][OH:4])[CH:12]=[CH:11][C:10]=1[O:13][CH3:14])([CH3:32])([CH3:30])[CH3:31], predict the reactants needed to synthesize it. The reactants are: [BH4-].[Li+].C[O:4][C:5](=O)[CH2:6][C:7]1[CH:12]=[CH:11][C:10]([O:13][CH3:14])=[C:9]([CH2:15][N:16]([C:26]([O:28][C:29]([CH3:32])([CH3:31])[CH3:30])=[O:27])[CH2:17][CH2:18][C:19]2[CH:24]=[CH:23][CH:22]=[CH:21][C:20]=2[F:25])[CH:8]=1. (3) Given the product [Br:1][C:2]1[C:3]([NH:23][CH2:24][CH2:25][CH2:26][OH:27])=[N:4][CH:5]=[C:6]([CH:21]=1)[C:7]([NH:9][C:10]1[CH:15]=[CH:14][C:13]([O:16][C:17]([F:20])([F:19])[F:18])=[CH:12][CH:11]=1)=[O:8].[CH3:28][CH2:29][N:30]([CH:34]([CH3:36])[CH3:35])[CH:31]([CH3:33])[CH3:32].[ClH:22], predict the reactants needed to synthesize it. The reactants are: [Br:1][C:2]1[C:3]([Cl:22])=[N:4][CH:5]=[C:6]([CH:21]=1)[C:7]([NH:9][C:10]1[CH:15]=[CH:14][C:13]([O:16][C:17]([F:20])([F:19])[F:18])=[CH:12][CH:11]=1)=[O:8].[NH2:23][CH2:24][CH2:25][CH2:26][OH:27].[CH3:28][CH2:29][N:30]([CH:34]([CH3:36])[CH3:35])[CH:31]([CH3:33])[CH3:32]. (4) Given the product [ClH:1].[Cl:1][C:2]1[CH:3]=[C:4]([NH:10][C:11]2[CH:12]=[CH:13][C:14]([N:17]3[CH2:22][CH2:21][NH:20][CH2:19][CH2:18]3)=[CH:15][N:16]=2)[C:5](=[O:9])[N:6]([CH3:8])[N:7]=1, predict the reactants needed to synthesize it. The reactants are: [Cl:1][C:2]1[CH:3]=[C:4]([NH:10][C:11]2[N:16]=[CH:15][C:14]([N:17]3[CH2:22][CH2:21][N:20](C([O-])=O)[CH2:19][CH2:18]3)=[CH:13][CH:12]=2)[C:5](=[O:9])[N:6]([CH3:8])[N:7]=1. (5) Given the product [CH2:1]([C:3]1[CH:4]=[CH:5][C:6]([CH:9]2[CH2:10][CH:11]([C:24]3[O:26][N:30]=[C:29]([C:31]4[N:35]([CH3:36])[C:34]([C:37]([F:40])([F:39])[F:38])=[N:33][N:32]=4)[N:28]=3)[CH2:12][N:13]([C:15]([N:17]3[CH2:22][CH2:21][CH:20]([OH:23])[CH2:19][CH2:18]3)=[O:16])[CH2:14]2)=[CH:7][CH:8]=1)[CH3:2], predict the reactants needed to synthesize it. The reactants are: [CH2:1]([C:3]1[CH:8]=[CH:7][C:6]([CH:9]2[CH2:14][N:13]([C:15]([N:17]3[CH2:22][CH2:21][CH:20]([OH:23])[CH2:19][CH2:18]3)=[O:16])[CH2:12][CH:11]([C:24]([OH:26])=O)[CH2:10]2)=[CH:5][CH:4]=1)[CH3:2].O[NH:28][C:29]([C:31]1[N:35]([CH3:36])[C:34]([C:37]([F:40])([F:39])[F:38])=[N:33][N:32]=1)=[NH:30]. (6) The reactants are: [Br:1][C:2]1[CH:28]=[CH:27][C:5]([O:6][C:7]2[CH:12]=[CH:11][C:10]([F:13])=[CH:9][C:8]=2[NH:14][S:15]([C:18]2[CH:26]=[CH:25][C:21]([C:22](O)=[O:23])=[CH:20][CH:19]=2)(=[O:17])=[O:16])=[CH:4][CH:3]=1.Cl.[CH2:30]([O:32][C:33](=[O:36])[CH2:34][NH2:35])[CH3:31]. Given the product [CH2:30]([O:32][C:33](=[O:36])[CH2:34][NH:35][C:22](=[O:23])[C:21]1[CH:20]=[CH:19][C:18]([S:15](=[O:16])(=[O:17])[NH:14][C:8]2[CH:9]=[C:10]([F:13])[CH:11]=[CH:12][C:7]=2[O:6][C:5]2[CH:27]=[CH:28][C:2]([Br:1])=[CH:3][CH:4]=2)=[CH:26][CH:25]=1)[CH3:31], predict the reactants needed to synthesize it. (7) The reactants are: Cl[C:2]1[N:7]=[C:6]([NH:8][C:9]2[CH:14]=[CH:13][CH:12]=[CH:11][C:10]=2[C:15]2[NH:16][CH:17]=[C:18]([C:20]([F:23])([F:22])[F:21])[N:19]=2)[C:5]([Cl:24])=[CH:4][N:3]=1.[NH2:25][C:26]1[CH:39]=[CH:38][C:29]2[NH:30][C:31](=[O:37])[CH2:32][CH2:33][C:34]([CH3:36])([CH3:35])[C:28]=2[CH:27]=1.C12(CS(O)(=O)=O)C(C)(C)C(CC1)CC2=O.C(O)(C)C. Given the product [Cl:24][C:5]1[C:6]([NH:8][C:9]2[CH:14]=[CH:13][CH:12]=[CH:11][C:10]=2[C:15]2[NH:16][CH:17]=[C:18]([C:20]([F:23])([F:22])[F:21])[N:19]=2)=[N:7][C:2]([NH:25][C:26]2[CH:39]=[CH:38][C:29]3[NH:30][C:31](=[O:37])[CH2:32][CH2:33][C:34]([CH3:36])([CH3:35])[C:28]=3[CH:27]=2)=[N:3][CH:4]=1, predict the reactants needed to synthesize it. (8) Given the product [Cl:13][C:10]1[CH:11]=[C:12]2[C:7]([C:6]([C:14]([N:16]3[CH2:17][CH2:18][N:19]([C:22]4[CH:27]=[CH:26][CH:25]=[CH:24][C:23]=4[F:28])[CH2:20][CH2:21]3)=[O:15])=[CH:5][N:4]2[CH2:3][CH2:2][NH:1][C:29](=[O:31])[CH3:30])=[CH:8][CH:9]=1, predict the reactants needed to synthesize it. The reactants are: [NH2:1][CH2:2][CH2:3][N:4]1[C:12]2[C:7](=[CH:8][CH:9]=[C:10]([Cl:13])[CH:11]=2)[C:6]([C:14]([N:16]2[CH2:21][CH2:20][N:19]([C:22]3[CH:27]=[CH:26][CH:25]=[CH:24][C:23]=3[F:28])[CH2:18][CH2:17]2)=[O:15])=[CH:5]1.[C:29](Cl)(=[O:31])[CH3:30].C(N(CC)CC)C. (9) Given the product [I:1][C:2]1[CH:10]=[CH:9][C:5]([C:6](=[O:7])[S:11][C:12]2[CH:17]=[CH:16][CH:15]=[CH:14][N:13]=2)=[CH:4][CH:3]=1, predict the reactants needed to synthesize it. The reactants are: [I:1][C:2]1[CH:10]=[CH:9][C:5]([C:6](Cl)=[O:7])=[CH:4][CH:3]=1.[SH:11][C:12]1[CH:17]=[CH:16][CH:15]=[CH:14][N:13]=1. (10) Given the product [C:1]([C:3]1[C:4]([S:44][CH3:45])=[N:5][C:6]([C:36]2[CH:41]=[CH:40][C:39]([O:42][CH3:43])=[CH:38][CH:37]=2)=[C:7]2[C:8]=1[C:9]1[CH:14]=[CH:13][C:12]([N:15]3[CH2:20][CH2:19][N:18]([C:21]([O:23][C:24]([CH3:25])([CH3:26])[CH3:27])=[O:22])[CH2:17][CH2:16]3)=[CH:11][C:10]=1[NH:28][C:31]2=[O:33])#[N:2], predict the reactants needed to synthesize it. The reactants are: [C:1]([C:3]1[C:4]([S:44][CH3:45])=[N:5][C:6]([C:36]2[CH:41]=[CH:40][C:39]([O:42][CH3:43])=[CH:38][CH:37]=2)=[C:7]([C:31]([O:33]CC)=O)[C:8]=1[C:9]1[CH:14]=[CH:13][C:12]([N:15]2[CH2:20][CH2:19][N:18]([C:21]([O:23][C:24]([CH3:27])([CH3:26])[CH3:25])=[O:22])[CH2:17][CH2:16]2)=[CH:11][C:10]=1[N+:28]([O-])=O)#[N:2].